This data is from Full USPTO retrosynthesis dataset with 1.9M reactions from patents (1976-2016). The task is: Predict the reactants needed to synthesize the given product. Given the product [C:1]([O:5][C:6]([N:8]1[C:12]2[CH:13]=[CH:14][CH:15]=[CH:16][C:11]=2[N:10]=[C:9]1[C:17]1[CH:29]=[C:28]([NH:30][C:31]([O:33][C:34]([CH3:37])([CH3:36])[CH3:35])=[O:32])[CH:27]=[C:26]2[C:18]=1[C:19]1[CH:20]=[CH:21][CH:22]=[CH:23][C:24]=1[CH:25]2[NH2:38])=[O:7])([CH3:4])([CH3:3])[CH3:2], predict the reactants needed to synthesize it. The reactants are: [C:1]([O:5][C:6]([N:8]1[C:12]2[CH:13]=[CH:14][CH:15]=[CH:16][C:11]=2[N:10]=[C:9]1[C:17]1[CH:29]=[C:28]([NH:30][C:31]([O:33][C:34]([CH3:37])([CH3:36])[CH3:35])=[O:32])[CH:27]=[C:26]2[C:18]=1[C:19]1[CH:20]=[CH:21][CH:22]=[CH:23][C:24]=1[C:25]2=[N:38]O)=[O:7])([CH3:4])([CH3:3])[CH3:2].